This data is from Catalyst prediction with 721,799 reactions and 888 catalyst types from USPTO. The task is: Predict which catalyst facilitates the given reaction. (1) Reactant: CO[CH:3](OC)[N:4]([CH3:6])[CH3:5].[C:9]1([S:15]([N:18]2[C:26]3[C:21](=[CH:22][CH:23]=[CH:24][CH:25]=3)[CH:20]=[C:19]2[C:27](=[O:31])[CH2:28][C:29]#[N:30])(=[O:17])=[O:16])[CH:14]=[CH:13][CH:12]=[CH:11][CH:10]=1. Product: [C:9]1([S:15]([N:18]2[C:26]3[C:21](=[CH:22][CH:23]=[CH:24][CH:25]=3)[CH:20]=[C:19]2[C:27]([C:28](=[CH:3][N:4]([CH3:5])[CH3:6])[C:29]#[N:30])=[O:31])(=[O:16])=[O:17])[CH:10]=[CH:11][CH:12]=[CH:13][CH:14]=1. The catalyst class is: 7. (2) Product: [CH3:10][C:9]1[CH:8]=[C:7]([CH3:11])[NH:6][C:5](=[O:12])[C:4]=1[CH2:3][NH:2][C:32]([C:29]1[C:28]([CH3:35])=[C:27]([C@H:25]([C@H:22]2[CH2:23][CH2:24][C@H:19]([N:17]3[CH2:18][C:15]([O:14][CH3:13])=[CH:16]3)[CH2:20][CH2:21]2)[CH3:26])[S:31][CH:30]=1)=[O:33]. The catalyst class is: 18. Reactant: Cl.[NH2:2][CH2:3][C:4]1[C:5](=[O:12])[NH:6][C:7]([CH3:11])=[CH:8][C:9]=1[CH3:10].[CH3:13][O:14][CH:15]1[CH2:18][N:17]([C@H:19]2[CH2:24][CH2:23][C@H:22]([CH:25]([C:27]3[S:31][CH:30]=[C:29]([C:32](O)=[O:33])[C:28]=3[CH3:35])[CH3:26])[CH2:21][CH2:20]2)[CH2:16]1.CCN=C=NCCCN(C)C.C1C=NC2N(O)N=NC=2C=1. (3) Reactant: C(N(CC)CC)C.[N:8]([C:11]1[CH:18]=[CH:17][C:14]([C:15]#[N:16])=[C:13]([C:19]([F:22])([F:21])[F:20])[CH:12]=1)=[C:9]=[S:10].[OH:23][C:24]1[CH:29]=[CH:28][C:27]([NH:30][C:31]([CH3:35])([CH3:34])[C:32]#[N:33])=[CH:26][CH:25]=1.ClCCl.CC(C)=O. Product: [OH:23][C:24]1[CH:25]=[CH:26][C:27]([N:30]2[C:31]([CH3:34])([CH3:35])[C:32](=[NH:33])[N:8]([C:11]3[CH:18]=[CH:17][C:14]([C:15]#[N:16])=[C:13]([C:19]([F:20])([F:22])[F:21])[CH:12]=3)[C:9]2=[S:10])=[CH:28][CH:29]=1. The catalyst class is: 1. (4) Product: [O:18]1[CH2:19][CH2:20][N:15]([C:4]2[N:3]=[C:2]([Cl:1])[N:7]=[C:6]([Cl:8])[CH:5]=2)[CH2:16][CH2:17]1. The catalyst class is: 24. Reactant: [Cl:1][C:2]1[N:7]=[C:6]([Cl:8])[CH:5]=[C:4](Cl)[N:3]=1.C([O-])(O)=O.[Na+].[NH:15]1[CH2:20][CH2:19][O:18][CH2:17][CH2:16]1.